From a dataset of Forward reaction prediction with 1.9M reactions from USPTO patents (1976-2016). Predict the product of the given reaction. (1) Given the reactants [NH2:1][C:2]1[C:7]([NH2:8])=[CH:6][CH:5]=[C:4]([NH2:9])[N:3]=1.[F:10][C:11]1[CH:19]=[CH:18][C:14]([C:15](O)=O)=[CH:13][CH:12]=1, predict the reaction product. The product is: [F:10][C:11]1[CH:19]=[CH:18][C:14]([C:15]2[NH:8][C:7]3[C:2]([N:1]=2)=[N:3][C:4]([NH2:9])=[CH:5][CH:6]=3)=[CH:13][CH:12]=1. (2) Given the reactants [CH3:1][O:2][C:3]1[CH:4]=[C:5]2[C:10](=[CH:11][C:12]=1[O:13][CH3:14])[N:9]=[CH:8][CH:7]=[C:6]2[O:15][C:16]1[CH:22]=[CH:21][C:19]([NH2:20])=[C:18]([CH3:23])[C:17]=1[CH3:24].C(N(CC)CC)C.[C:32](Cl)(Cl)=[S:33].[CH2:36]([N:38]([CH2:46][CH3:47])[C:39]1C=CC=C[C:40]=1[NH2:45])[CH3:37], predict the reaction product. The product is: [CH3:1][O:2][C:3]1[CH:4]=[C:5]2[C:10](=[CH:11][C:12]=1[O:13][CH3:14])[N:9]=[CH:8][CH:7]=[C:6]2[O:15][C:16]1[CH:22]=[CH:21][C:19]([NH:20][C:32]([NH:45][CH2:40][CH2:39][N:38]([CH2:46][CH3:47])[CH2:36][CH3:37])=[S:33])=[C:18]([CH3:23])[C:17]=1[CH3:24]. (3) Given the reactants [OH:1][CH:2]([CH2:11][CH2:12][OH:13])[CH2:3][CH2:4][CH2:5][CH2:6][C:7]([O:9]C)=[O:8].[OH-].[Na+:15], predict the reaction product. The product is: [OH:1][CH:2]([CH2:11][CH2:12][OH:13])[CH2:3][CH2:4][CH2:5][CH2:6][C:7]([O-:9])=[O:8].[Na+:15]. (4) The product is: [Cl:1][C:2]1[C:3]([N:8]2[C:12]([C:13]([OH:15])=[O:14])=[CH:11][C:10]([NH:17][C:18]3[CH:23]=[CH:22][C:21]([C:24]([F:27])([F:25])[F:26])=[CH:20][N:19]=3)=[N:9]2)=[N:4][CH:5]=[CH:6][CH:7]=1. Given the reactants [Cl:1][C:2]1[C:3]([N:8]2[C:12]([C:13]([O:15]C)=[O:14])=[CH:11][C:10]([NH:17][C:18]3[CH:23]=[CH:22][C:21]([C:24]([F:27])([F:26])[F:25])=[CH:20][N:19]=3)=[N:9]2)=[N:4][CH:5]=[CH:6][CH:7]=1.[OH-].[Na+].Cl, predict the reaction product.